From a dataset of Full USPTO retrosynthesis dataset with 1.9M reactions from patents (1976-2016). Predict the reactants needed to synthesize the given product. (1) Given the product [O:48]1[C:49]2[CH:55]=[CH:54][CH:53]=[CH:52][C:50]=2[N:51]=[C:47]1[N:19]([CH3:20])[CH2:18][CH2:17][O:16][C:12]1[CH:11]=[C:10]2[C:15](=[CH:14][CH:13]=1)[N:7]([CH2:6][C:5]1[CH:34]=[CH:35][CH:36]=[C:3]([O:2][CH3:1])[CH:4]=1)[C:8]([C:29]([O:31][CH2:32][CH3:33])=[O:30])=[C:9]2[C:21]1[CH:22]=[CH:23][C:24]([O:27][CH3:28])=[CH:25][CH:26]=1, predict the reactants needed to synthesize it. The reactants are: [CH3:1][O:2][C:3]1[CH:4]=[C:5]([CH:34]=[CH:35][CH:36]=1)[CH2:6][N:7]1[C:15]2[C:10](=[CH:11][C:12]([O:16][CH2:17][CH2:18][NH:19][CH3:20])=[CH:13][CH:14]=2)[C:9]([C:21]2[CH:26]=[CH:25][C:24]([O:27][CH3:28])=[CH:23][CH:22]=2)=[C:8]1[C:29]([O:31][CH2:32][CH3:33])=[O:30].C(N(C(C)C)CC)(C)C.Cl[C:47]1[O:48][C:49]2[CH:55]=[CH:54][CH:53]=[CH:52][C:50]=2[N:51]=1. (2) Given the product [C:7]([C:6]1[CH:5]=[CH:4][C:3]([O:9][C:17]([CH3:18])([CH3:16])[C:10]([O:11][CH2:22][CH3:23])=[O:13])=[CH:2][CH:1]=1)#[N:8], predict the reactants needed to synthesize it. The reactants are: [CH:1]1[C:6]([C:7]#[N:8])=[CH:5][CH:4]=[C:3]([OH:9])[CH:2]=1.[C:10](=[O:13])([O-])[O-:11].[K+].[K+].[C:16](O)(=O)[CH2:17][CH3:18].O.[CH3:22][C:23](C)=O.